This data is from Forward reaction prediction with 1.9M reactions from USPTO patents (1976-2016). The task is: Predict the product of the given reaction. Given the reactants Br[C:2]1[C:3]([Cl:15])=[C:4]2[C:8](=[C:9]([O:11][CH3:12])[CH:10]=1)[NH:7][C:6](=[O:13])[C:5]2=[O:14].[F:16][C:17]1[CH:22]=[CH:21][C:20](B(O)O)=[CH:19][CH:18]=1.C(=O)([O-])[O-].[K+].[K+].O1CCOCC1, predict the reaction product. The product is: [Cl:15][C:3]1[C:2]([C:20]2[CH:21]=[CH:22][C:17]([F:16])=[CH:18][CH:19]=2)=[CH:10][C:9]([O:11][CH3:12])=[C:8]2[C:4]=1[C:5](=[O:14])[C:6](=[O:13])[NH:7]2.